This data is from Forward reaction prediction with 1.9M reactions from USPTO patents (1976-2016). The task is: Predict the product of the given reaction. (1) Given the reactants CC1C=CC(S([O-])(=O)=O)=CC=1.[CH3:12][N+:13]1[CH:18]=[CH:17][C:16]([NH:19][C:20]2[CH:25]=[CH:24][CH:23]=[C:22]([C:26]([NH:28][C:29]3[CH:34]=[CH:33][C:32]([N+:35]([O-])=O)=[CH:31][CH:30]=3)=[O:27])[CH:21]=2)=[CH:15][CH:14]=1.O.[ClH:39].CCCCO, predict the reaction product. The product is: [Cl-:39].[NH2:35][C:32]1[CH:33]=[CH:34][C:29]([NH:28][C:26]([C:22]2[CH:21]=[C:20]([CH:25]=[CH:24][CH:23]=2)[NH:19][C:16]2[CH:15]=[CH:14][N+:13]([CH3:12])=[CH:18][CH:17]=2)=[O:27])=[CH:30][CH:31]=1. (2) Given the reactants Br[C:2]1[N:7]=[C:6]2[C:8]([C:20]3[CH:25]=[C:24]([Cl:26])[N:23]=[C:22]([NH:27][CH:28]4[CH2:33][CH2:32][CH2:31][CH2:30][CH2:29]4)[CH:21]=3)=[CH:9][N:10](S(C3C=CC=CC=3)(=O)=O)[C:5]2=[N:4][CH:3]=1.[C:34]1(B(O)O)[CH:39]=[CH:38][CH:37]=[CH:36][CH:35]=1.COCCOC.O.CCO.C([O-])([O-])=O.[Na+].[Na+], predict the reaction product. The product is: [Cl:26][C:24]1[N:23]=[C:22]([NH:27][CH:28]2[CH2:29][CH2:30][CH2:31][CH2:32][CH2:33]2)[CH:21]=[C:20]([C:8]2[C:6]3[C:5](=[N:4][CH:3]=[C:2]([C:34]4[CH:39]=[CH:38][CH:37]=[CH:36][CH:35]=4)[N:7]=3)[NH:10][CH:9]=2)[CH:25]=1. (3) Given the reactants [CH2:1]([NH:3][CH2:4][CH2:5][NH:6][C:7]([C:9]1[NH:10][C:11]2[C:16]([CH:17]=1)=[CH:15][C:14]([N+:18]([O-:20])=[O:19])=[CH:13][CH:12]=2)=[O:8])[CH3:2].[C:21](O[C:21]([O:23][C:24]([CH3:27])([CH3:26])[CH3:25])=[O:22])([O:23][C:24]([CH3:27])([CH3:26])[CH3:25])=[O:22], predict the reaction product. The product is: [CH3:25][C:24]([O:23][C:21](=[O:22])[N:3]([CH2:1][CH3:2])[CH2:4][CH2:5][NH:6][C:7]([C:9]1[NH:10][C:11]2[C:16]([CH:17]=1)=[CH:15][C:14]([N+:18]([O-:20])=[O:19])=[CH:13][CH:12]=2)=[O:8])([CH3:27])[CH3:26]. (4) Given the reactants COOB([C:6]1[CH:11]=[CH:10][CH:9]=[CH:8][CH:7]=1)O.C1(P(C2CCCCC2)[C:19]2[C:24]([O:25][CH3:26])=[CH:23][C:22](OC)=[CH:21][C:20]=2OC)CCCCC1.[C:37](=[O:40])([O-])[O-:38].[K+].[K+], predict the reaction product. The product is: [CH3:11][C:6]1[C:37](=[O:40])[O:38][CH:8]([C:6]2[CH:7]=[CH:8][CH:9]=[CH:10][CH:11]=2)[C:7]=1[C:19]1[CH:20]=[CH:21][CH:22]=[CH:23][C:24]=1[O:25][CH3:26]. (5) Given the reactants [CH3:1][C:2]([CH3:25])([CH3:24])[C:3]#[C:4][C:5]1[S:9][C:8]([C:10]([O:12][CH3:13])=[O:11])=[C:7]([NH:14][C@H:15]2[CH2:21][O:20][CH2:19][CH2:18][N:17]([CH3:22])[C:16]2=[O:23])[CH:6]=1.[CH3:26][C@H:27]1[CH2:32][CH2:31][C@H:30]([C:33](Cl)=[O:34])[CH2:29][CH2:28]1, predict the reaction product. The product is: [CH3:1][C:2]([CH3:25])([CH3:24])[C:3]#[C:4][C:5]1[S:9][C:8]([C:10]([O:12][CH3:13])=[O:11])=[C:7]([N:14]([C@H:15]2[CH2:21][O:20][CH2:19][CH2:18][N:17]([CH3:22])[C:16]2=[O:23])[C:33]([C@H:30]2[CH2:31][CH2:32][C@H:27]([CH3:26])[CH2:28][CH2:29]2)=[O:34])[CH:6]=1. (6) Given the reactants [C:1]([O:5][CH2:6][C@H:7]([NH:11][C:12](=[O:34])[C:13]1[CH:18]=[CH:17][C:16]([O:19][CH3:20])=[C:15](/[CH:21]=[CH:22]/[C:23]2[CH:28]=[CH:27][C:26]([O:29][C:30]([F:33])([F:32])[F:31])=[CH:25][CH:24]=2)[CH:14]=1)[C:8](O)=[O:9])([CH3:4])([CH3:3])[CH3:2].[OH:35][CH2:36][CH2:37][NH2:38].O.N1(O)C2C=CC=CC=2N=N1.Cl.CN(C)CCCN=C=NCC, predict the reaction product. The product is: [C:1]([O:5][CH2:6][C@H:7]([NH:11][C:12](=[O:34])[C:13]1[CH:18]=[CH:17][C:16]([O:19][CH3:20])=[C:15](/[CH:21]=[CH:22]/[C:23]2[CH:24]=[CH:25][C:26]([O:29][C:30]([F:31])([F:32])[F:33])=[CH:27][CH:28]=2)[CH:14]=1)[C:8](=[O:9])[NH:38][CH2:37][CH2:36][OH:35])([CH3:4])([CH3:2])[CH3:3]. (7) Given the reactants [F:1][C@@H:2]1[C@@H:6]([CH2:7][OH:8])[O:5][C@@H:4]([N:9]2[C:19]3[N:18]=[C:16]([NH2:17])[NH:15][C:13](=[O:14])[C:12]=3[N:11]=[CH:10]2)[CH2:3]1.N1C=CC=CC=1.[C:26]([NH:36][C@H:37]([C:41]([O:43][CH2:44][CH:45]([CH2:52][O:53][C:54](=[O:72])[CH2:55][CH2:56][CH2:57][CH2:58][CH2:59][CH2:60][CH2:61][CH2:62][CH2:63][CH2:64][CH2:65][CH2:66][CH2:67][CH2:68][CH2:69][CH2:70][CH3:71])[CH2:46][CH2:47][O:48][C:49](Cl)=[O:50])=[O:42])[CH:38]([CH3:40])[CH3:39])([O:28][CH2:29][C:30]1[CH:35]=[CH:34][CH:33]=[CH:32][CH:31]=1)=[O:27], predict the reaction product. The product is: [F:1][C@@H:2]1[C@@H:6]([CH2:7][O:8][C:49]([O:48][CH2:47][CH2:46][CH:45]([CH2:44][O:43][C:41](=[O:42])[C@H:37]([CH:38]([CH3:40])[CH3:39])[NH:36][C:26]([O:28][CH2:29][C:30]2[CH:35]=[CH:34][CH:33]=[CH:32][CH:31]=2)=[O:27])[CH2:52][O:53][C:54](=[O:72])[CH2:55][CH2:56][CH2:57][CH2:58][CH2:59][CH2:60][CH2:61][CH2:62][CH2:63][CH2:64][CH2:65][CH2:66][CH2:67][CH2:68][CH2:69][CH2:70][CH3:71])=[O:50])[O:5][C@@H:4]([N:9]2[C:19]3[N:18]=[C:16]([NH2:17])[NH:15][C:13](=[O:14])[C:12]=3[N:11]=[CH:10]2)[CH2:3]1. (8) The product is: [NH2:1][C:2]1[CH:10]=[CH:9][CH:8]=[C:7]2[C:3]=1[CH2:4][N:5]([CH:12]([CH2:13][C:14]([OH:16])=[O:15])[CH2:18][C:19]([OH:21])=[O:20])[C:6]2=[O:11]. Given the reactants [NH2:1][C:2]1[CH:10]=[CH:9][CH:8]=[C:7]2[C:3]=1[CH2:4][N:5]([CH:12]([CH2:18][C:19]([O:21]C)=[O:20])[CH2:13][C:14]([O:16]C)=[O:15])[C:6]2=[O:11].O1CCCC1, predict the reaction product. (9) Given the reactants [N+:1]([C:4]1[CH:5]=[CH:6][C:7]2[O:11][C:10]([C:12]([OH:14])=[O:13])=[CH:9][C:8]=2[CH:15]=1)([O-:3])=[O:2].ON1C2C=CC=CC=2N=N1.CCN=C=NCCCN(C)C.Cl.C(N(CC)CC)C.[CH2:45]([O:47][CH2:48][CH:49](O)[CH2:50][O:51][CH2:52][CH3:53])[CH3:46].[Cl-].[NH4+], predict the reaction product. The product is: [N+:1]([C:4]1[CH:5]=[CH:6][C:7]2[O:11][C:10]([C:12]([O:14][CH:49]([CH2:50][O:51][CH2:52][CH3:53])[CH2:48][O:47][CH2:45][CH3:46])=[O:13])=[CH:9][C:8]=2[CH:15]=1)([O-:3])=[O:2].